From a dataset of Reaction yield outcomes from USPTO patents with 853,638 reactions. Predict the reaction yield, written as a fraction of the theoretical maximum amount of product (1.0 means a 100% yield; for example, 0.34 means a 34% yield). The reactants are C(=O)([O-])[O-].[Cs+].[Cs+].[NH2:7][C:8]1[CH:9]=[C:10]([OH:14])[CH:11]=[CH:12][CH:13]=1.Cl[C:16]1[C:25]2[C:20](=[CH:21][C:22]([O:28][CH2:29][CH3:30])=[C:23]([O:26][CH3:27])[CH:24]=2)[N:19]=[CH:18][N:17]=1. The catalyst is C1COCC1. The product is [CH2:29]([O:28][C:22]1[CH:21]=[C:20]2[C:25]([C:16]([O:14][C:10]3[CH:9]=[C:8]([CH:13]=[CH:12][CH:11]=3)[NH2:7])=[N:17][CH:18]=[N:19]2)=[CH:24][C:23]=1[O:26][CH3:27])[CH3:30]. The yield is 0.610.